Dataset: Full USPTO retrosynthesis dataset with 1.9M reactions from patents (1976-2016). Task: Predict the reactants needed to synthesize the given product. (1) Given the product [Br:1][C:2]1[C:7]([CH2:8][O:9][CH2:48][O:49][CH3:50])=[CH:6][C:5]([N:10]([C:15]2[C:34]([CH:35]3[CH2:37][CH2:36]3)=[CH:33][C:18]3[C:19]([C:29]([NH:31][CH3:32])=[O:30])=[C:20]([C:22]4[CH:23]=[CH:24][C:25]([F:28])=[CH:26][CH:27]=4)[O:21][C:17]=3[CH:16]=2)[S:11]([CH3:14])(=[O:13])=[O:12])=[CH:4][C:3]=1[F:38], predict the reactants needed to synthesize it. The reactants are: [Br:1][C:2]1[C:7]([CH2:8][OH:9])=[CH:6][C:5]([N:10]([C:15]2[C:34]([CH:35]3[CH2:37][CH2:36]3)=[CH:33][C:18]3[C:19]([C:29]([NH:31][CH3:32])=[O:30])=[C:20]([C:22]4[CH:27]=[CH:26][C:25]([F:28])=[CH:24][CH:23]=4)[O:21][C:17]=3[CH:16]=2)[S:11]([CH3:14])(=[O:13])=[O:12])=[CH:4][C:3]=1[F:38].CCN(C(C)C)C(C)C.[CH2:48](Cl)[O:49][CH3:50]. (2) Given the product [CH3:40][O:39][C:38]([NH:37][C:34]1[CH:35]=[CH:36][C:31]([C:29]2[NH:54][C:57]([C@@H:9]3[CH2:10][C@H:11]([CH:13]4[CH2:18][CH2:17][N:16]([S:19]([CH3:22])(=[O:20])=[O:21])[CH2:15][CH2:14]4)[CH2:12][N:8]3[C:6]([O:5][C:2]([CH3:3])([CH3:4])[CH3:1])=[O:7])=[N:52][CH:28]=2)=[CH:32][CH:33]=1)=[O:41], predict the reactants needed to synthesize it. The reactants are: [CH3:1][C:2]([O:5][C:6]([N:8]1[CH2:12][C@@H:11]([CH:13]2[CH2:18][CH2:17][N:16]([S:19]([CH3:22])(=[O:21])=[O:20])[CH2:15][CH2:14]2)[CH2:10][C@H:9]1C(OC)=O)=[O:7])([CH3:4])[CH3:3].Br[CH2:28][C:29]([C:31]1[CH:36]=[CH:35][C:34]([NH:37][C:38](=[O:41])[O:39][CH3:40])=[CH:33][CH:32]=1)=O.C(=O)([O-])[O-].[Cs+].[Cs+].C([O-])(=O)C.[NH4+:52].C[N:54]([CH3:57])C=O. (3) Given the product [CH3:16][N:2]([CH3:1])/[CH:3]=[C:4](\[F:17])/[C:5]([C:7]1[N:11]([CH:12]([CH3:13])[CH3:14])[C:10]([CH3:15])=[N:9][CH:8]=1)=[O:6], predict the reactants needed to synthesize it. The reactants are: [CH3:1][N:2]([CH3:16])/[CH:3]=[CH:4]/[C:5]([C:7]1[N:11]([CH:12]([CH3:14])[CH3:13])[C:10]([CH3:15])=[N:9][CH:8]=1)=[O:6].[F:17][B-](F)(F)F.F[B-](F)(F)F.ClC[N+]12CC[N+](F)(CC1)CC2. (4) Given the product [OH:32][C:29]([CH3:31])([CH3:30])[CH2:28][C@@:19]1([C:22]2[CH:27]=[CH:26][CH:25]=[CH:24][CH:23]=2)[O:18][C:17](=[O:33])[N:16]([C@H:14]([C:11]2[CH:12]=[CH:13][C:8]([C:5]3[CH:4]=[CH:3][C:2]([N:34]4[CH2:41][CH2:40][CH2:39][C@H:35]4[C:36]([NH2:38])=[O:37])=[N:7][CH:6]=3)=[CH:9][CH:10]=2)[CH3:15])[CH2:21][CH2:20]1, predict the reactants needed to synthesize it. The reactants are: F[C:2]1[N:7]=[CH:6][C:5]([C:8]2[CH:13]=[CH:12][C:11]([C@@H:14]([N:16]3[CH2:21][CH2:20][C@:19]([CH2:28][C:29]([OH:32])([CH3:31])[CH3:30])([C:22]4[CH:27]=[CH:26][CH:25]=[CH:24][CH:23]=4)[O:18][C:17]3=[O:33])[CH3:15])=[CH:10][CH:9]=2)=[CH:4][CH:3]=1.[NH:34]1[CH2:41][CH2:40][CH2:39][C@H:35]1[C:36]([NH2:38])=[O:37]. (5) Given the product [C:17]([NH:16][C:9]1[N:8]=[C:7]([O:6][CH:1]2[CH2:2][CH2:3][CH2:4][CH2:5]2)[N:15]=[C:14]2[C:10]=1[N:11]=[CH:12][N:13]2[C@@H:29]1[O:41][C@H:40]([CH2:42][O:43][C:44](=[O:46])[CH3:45])[C@H:35]([O:36][C:37](=[O:39])[CH3:38])[C@H:30]1[O:31][C:32](=[O:34])[CH3:33])(=[O:24])[C:18]1[CH:23]=[CH:22][CH:21]=[CH:20][CH:19]=1, predict the reactants needed to synthesize it. The reactants are: [CH:1]1([O:6][C:7]2[N:15]=[C:14]3[C:10]([N:11]=[CH:12][NH:13]3)=[C:9]([NH:16][C:17](=[O:24])[C:18]3[CH:23]=[CH:22][CH:21]=[CH:20][CH:19]=3)[N:8]=2)[CH2:5][CH2:4][CH2:3][CH2:2]1.C(O[CH:29]1[O:41][C@H:40]([CH2:42][O:43][C:44](=[O:46])[CH3:45])[C@H:35]([O:36][C:37](=[O:39])[CH3:38])[C@H:30]1[O:31][C:32](=[O:34])[CH3:33])(=O)C.C/C(/O[Si](C)(C)C)=N\[Si](C)(C)C.[Sn](Cl)(Cl)(Cl)Cl.C(=O)(O)[O-].[Na+]. (6) Given the product [Br:1][C:2]1[CH:3]=[CH:4][C:5]([CH2:6][C:7]2[C:10]([CH2:11][CH3:12])=[N:18][NH:17][C:8]=2[NH2:9])=[CH:14][CH:15]=1, predict the reactants needed to synthesize it. The reactants are: [Br:1][C:2]1[CH:15]=[CH:14][C:5]([CH2:6][CH:7]([C:10](=O)[CH2:11][CH3:12])[C:8]#[N:9])=[CH:4][CH:3]=1.O.[NH2:17][NH2:18].C(O)C.C(O)(=O)C. (7) Given the product [F:17][C:18]1[CH:19]=[CH:20][C:21]([O:26][CH3:27])=[C:22]([C:15]([C:3]2[C:2]([F:1])=[C:7]([C:8]3[CH:9]=[N:10][CH:11]=[CH:12][C:13]=3[CH3:14])[CH:6]=[CH:5][N:4]=2)=[O:29])[CH:23]=1, predict the reactants needed to synthesize it. The reactants are: [F:1][C:2]1[C:3]([C:15]#N)=[N:4][CH:5]=[CH:6][C:7]=1[C:8]1[CH:9]=[N:10][CH:11]=[CH:12][C:13]=1[CH3:14].[F:17][C:18]1[CH:19]=[CH:20][C:21]([O:26][CH3:27])=[C:22]([Mg]Br)[CH:23]=1.Cl.[OH-:29].[Na+].